This data is from Catalyst prediction with 721,799 reactions and 888 catalyst types from USPTO. The task is: Predict which catalyst facilitates the given reaction. (1) Reactant: [N:1]1[CH:6]=[CH:5][CH:4]=[CH:3][C:2]=1[O:7][CH2:8][C:9]1[CH:27]=[CH:26][C:12]([CH2:13][C:14]2[CH:18]=[C:17]([C:19]3[C:20]([NH2:25])=[N:21][CH:22]=[CH:23][CH:24]=3)[O:16][N:15]=2)=[CH:11][CH:10]=1.[C:28]([O:32][C:33](=[O:48])[C@@H:34]([NH:40][C:41]([O:43][C:44]([CH3:47])([CH3:46])[CH3:45])=[O:42])[CH2:35][CH2:36][C:37](O)=[O:38])([CH3:31])([CH3:30])[CH3:29].C(N(CC)CC)C.F[P-](F)(F)(F)(F)F.N1(OC(N(C)C)=[N+](C)C)C2N=CC=CC=2N=N1. Product: [C:28]([O:32][C:33](=[O:48])[C@@H:34]([NH:40][C:41]([O:43][C:44]([CH3:47])([CH3:46])[CH3:45])=[O:42])[CH2:35][CH2:36][C:37](=[O:38])[NH:25][C:20]1[C:19]([C:17]2[O:16][N:15]=[C:14]([CH2:13][C:12]3[CH:26]=[CH:27][C:9]([CH2:8][O:7][C:2]4[CH:3]=[CH:4][CH:5]=[CH:6][N:1]=4)=[CH:10][CH:11]=3)[CH:18]=2)=[CH:24][CH:23]=[CH:22][N:21]=1)([CH3:31])([CH3:30])[CH3:29]. The catalyst class is: 647. (2) Reactant: [Cl:1][C:2]1[CH:3]=[C:4]2[N:25]=[C:24]([O:26][C@H:27]3[C@H:31]4[O:32][CH2:33][C@@H:34]([OH:35])[C@H:30]4[O:29][CH2:28]3)[N:23]([CH2:36][O:37][CH2:38][CH2:39][Si:40]([CH3:43])([CH3:42])[CH3:41])[C:5]2=[N:6][C:7]=1[C:8]1[CH:13]=[CH:12][C:11](B2OC(C)(C)C(C)(C)O2)=[CH:10][CH:9]=1.Cl[C:45]1[N:50]=[CH:49][C:48]([S:51]([CH3:53])=[O:52])=[CH:47][N:46]=1. Product: [Cl:1][C:2]1[CH:3]=[C:4]2[N:25]=[C:24]([O:26][C@H:27]3[C@H:31]4[O:32][CH2:33][C@@H:34]([OH:35])[C@H:30]4[O:29][CH2:28]3)[N:23]([CH2:36][O:37][CH2:38][CH2:39][Si:40]([CH3:43])([CH3:41])[CH3:42])[C:5]2=[N:6][C:7]=1[C:8]1[CH:9]=[CH:10][C:11]([C:45]2[N:50]=[CH:49][C:48]([S:51]([CH3:53])=[O:52])=[CH:47][N:46]=2)=[CH:12][CH:13]=1. The catalyst class is: 8.